The task is: Regression. Given two drug SMILES strings and cell line genomic features, predict the synergy score measuring deviation from expected non-interaction effect.. This data is from NCI-60 drug combinations with 297,098 pairs across 59 cell lines. (1) Drug 1: CC1OCC2C(O1)C(C(C(O2)OC3C4COC(=O)C4C(C5=CC6=C(C=C35)OCO6)C7=CC(=C(C(=C7)OC)O)OC)O)O. Synergy scores: CSS=41.4, Synergy_ZIP=-1.22, Synergy_Bliss=1.39, Synergy_Loewe=-6.95, Synergy_HSA=3.17. Cell line: OVCAR3. Drug 2: CC1C(C(CC(O1)OC2CC(CC3=C2C(=C4C(=C3O)C(=O)C5=C(C4=O)C(=CC=C5)OC)O)(C(=O)CO)O)N)O.Cl. (2) Drug 1: CC1CC2CCC3C(=C)CC(O3)CCC45CC6C(O4)C7C(O6)C(O5)C8C(O7)CCC(O8)CC(=O)CC9C(CC(C1=C)O2)OC(C9OC)CC(CN)O.CS(=O)(=O)O. Drug 2: CC1C(C(CC(O1)OC2CC(CC3=C2C(=C4C(=C3O)C(=O)C5=CC=CC=C5C4=O)O)(C(=O)C)O)N)O. Cell line: SK-MEL-5. Synergy scores: CSS=54.3, Synergy_ZIP=-7.61, Synergy_Bliss=-2.18, Synergy_Loewe=-0.252, Synergy_HSA=1.06.